Task: Predict the reactants needed to synthesize the given product.. Dataset: Full USPTO retrosynthesis dataset with 1.9M reactions from patents (1976-2016) (1) Given the product [Br:9][C:10]1[CH:23]=[C:22]2[C:13]([O:14][C:15]3[C:16]([F:41])=[CH:17][C:18]([O:39][CH3:40])=[CH:19][C:20]=3[C:21]32[CH2:24][CH2:25][S:29][C:28]([NH:30][C:31](=[O:38])[C:32]2[CH:33]=[CH:34][CH:35]=[CH:36][CH:37]=2)=[N:27]3)=[CH:12][CH:11]=1, predict the reactants needed to synthesize it. The reactants are: ClC(N(C)C)=C(C)C.[Br:9][C:10]1[CH:23]=[C:22]2[C:13]([O:14][C:15]3[C:16]([F:41])=[CH:17][C:18]([O:39][CH3:40])=[CH:19][C:20]=3[C:21]2([NH:27][C:28]([NH:30][C:31](=[O:38])[C:32]2[CH:37]=[CH:36][CH:35]=[CH:34][CH:33]=2)=[S:29])[CH2:24][CH2:25]O)=[CH:12][CH:11]=1. (2) Given the product [C:1]([C:4]1[C:39](=[O:40])[C@@:8]2([CH3:41])[C:9]3[C:15]([OH:16])=[CH:14][C:13]([OH:17])=[C:12]([C:25]([NH:27][CH2:28][C:29]4[C:38]5[C:33](=[CH:34][CH:35]=[CH:36][CH:37]=5)[CH:32]=[CH:31][CH:30]=4)=[O:26])[C:10]=3[O:11][C:7]2=[CH:6][C:5]=1[OH:42])(=[O:3])[CH3:2], predict the reactants needed to synthesize it. The reactants are: [C:1]([C:4]1[C:39](=[O:40])[C@@:8]2([CH3:41])[C:9]3[C:15]([OH:16])=[CH:14][C:13]([O:17]CC4C=CC=CC=4)=[C:12]([C:25]([NH:27][CH2:28][C:29]4[C:38]5[C:33](=[CH:34][CH:35]=[CH:36][CH:37]=5)[CH:32]=[CH:31][CH:30]=4)=[O:26])[C:10]=3[O:11][C:7]2=[CH:6][C:5]=1[OH:42])(=[O:3])[CH3:2].[H][H]. (3) The reactants are: [C:1](Cl)(=[O:5])[CH2:2][CH2:3][CH3:4].[NH2:7][C:8]1[C:16]2[C:11](=[CH:12][C:13]([Cl:17])=[CH:14][CH:15]=2)[NH:10][N:9]=1. Given the product [Cl:17][C:13]1[CH:12]=[C:11]2[C:16]([C:8]([NH:7][C:1](=[O:5])[CH2:2][CH2:3][CH3:4])=[N:9][NH:10]2)=[CH:15][CH:14]=1, predict the reactants needed to synthesize it. (4) The reactants are: C([Li])(CC)C.[Cl:6][C:7]1[CH:12]=[CH:11][C:10]([NH:13][C:14](=[O:20])[O:15][C:16]([CH3:19])([CH3:18])[CH3:17])=[CH:9][CH:8]=1.[O:21]1[C:26]2[CH:27]=[CH:28][CH:29]=[C:30]([CH:31]=[O:32])[C:25]=2[O:24][CH2:23][CH2:22]1.[Cl-].[NH4+]. Given the product [Cl:6][C:7]1[CH:8]=[CH:9][C:10]([NH:13][C:14](=[O:20])[O:15][C:16]([CH3:17])([CH3:19])[CH3:18])=[C:11]([CH:31]([C:30]2[C:25]3[O:24][CH2:23][CH2:22][O:21][C:26]=3[CH:27]=[CH:28][CH:29]=2)[OH:32])[CH:12]=1, predict the reactants needed to synthesize it. (5) Given the product [Cl:29][C:26]1[CH:27]=[CH:28][C:23]([N:17]2[CH2:16][CH2:15][C:14]3[C:19](=[CH:20][CH:21]=[C:12]([N:9]4[CH2:10][CH2:11][C@H:7]([N:3]5[CH2:4][CH2:5][CH2:6][C@@H:2]5[CH3:1])[CH2:8]4)[CH:13]=3)[CH2:18]2)=[N:24][CH:25]=1, predict the reactants needed to synthesize it. The reactants are: [CH3:1][C@H:2]1[CH2:6][CH2:5][CH2:4][N:3]1[C@H:7]1[CH2:11][CH2:10][N:9]([C:12]2[CH:13]=[C:14]3[C:19](=[CH:20][CH:21]=2)[CH2:18][NH:17][CH2:16][CH2:15]3)[CH2:8]1.Br[C:23]1[CH:28]=[CH:27][C:26]([Cl:29])=[CH:25][N:24]=1. (6) Given the product [NH2:13][C:14]1[CH:19]=[CH:18][CH:17]=[CH:16][C:15]=1[S:20][C:3]1[C:4]2=[N:5][CH:6]=[CH:7][CH:8]=[C:9]2[NH:1][C:2]=1[C:10]([NH2:12])=[O:11], predict the reactants needed to synthesize it. The reactants are: [NH:1]1[C:9]2[C:4](=[N:5][CH:6]=[CH:7][CH:8]=2)[CH:3]=[C:2]1[C:10]([NH2:12])=[O:11].[NH2:13][C:14]1[CH:19]=[CH:18][CH:17]=[CH:16][C:15]=1[S:20][S:20][C:15]1[CH:16]=[CH:17][CH:18]=[CH:19][C:14]=1[NH2:13]. (7) Given the product [CH3:1][O:2][C:3]([C:4]1([C:5]([O:7][CH3:8])=[O:6])[CH2:14][CH2:13][CH2:12][CH2:11]1)=[O:9], predict the reactants needed to synthesize it. The reactants are: [CH3:1][O:2][C:3](=[O:9])[CH2:4][C:5]([O:7][CH3:8])=[O:6].Br[CH2:11][CH2:12][CH2:13][CH2:14]Br.C([O-])([O-])=O.[K+].[K+].F[B-](F)(F)F.C([N+]1C=CN(C)C=1)CCC. (8) Given the product [F:27][C:28]1[CH:29]=[CH:30][CH:31]=[C:32]2[C:36]=1[NH:35][C:34](=[O:37])[CH:33]2[C:38]1[C:46]([OH:47])=[CH:45][C:41]2[O:42][CH2:43][O:44][C:40]=2[CH:39]=1, predict the reactants needed to synthesize it. The reactants are: C1(CCN2C3C(=CC=CC=3)C(O)(C3C(O)=CC4OCOC=4C=3)C2=O)CC1.[F:27][C:28]1[CH:29]=[CH:30][CH:31]=[C:32]2[C:36]=1[NH:35][C:34](=[O:37])[C:33]2(O)[C:38]1[C:46]([OH:47])=[CH:45][C:41]2[O:42][CH2:43][O:44][C:40]=2[CH:39]=1. (9) Given the product [Cl:1][C:2]1[CH:3]=[C:4]([CH:26]=[CH:27][C:28]=1[O:29][CH3:30])[CH2:5][NH:6][C:7]1[C:16]2[C:11](=[CH:12][CH:13]=[C:14]([C:17]#[N:18])[CH:15]=2)[C:10]([N:19]2[CH2:20][CH2:21][C:22](=[N:34][O:33][CH3:32])[CH2:23][CH2:24]2)=[N:9][N:8]=1, predict the reactants needed to synthesize it. The reactants are: [Cl:1][C:2]1[CH:3]=[C:4]([CH:26]=[CH:27][C:28]=1[O:29][CH3:30])[CH2:5][NH:6][C:7]1[C:16]2[C:11](=[CH:12][CH:13]=[C:14]([C:17]#[N:18])[CH:15]=2)[C:10]([N:19]2[CH2:24][CH2:23][C:22](=O)[CH2:21][CH2:20]2)=[N:9][N:8]=1.Cl.[CH3:32][O:33][NH2:34].C(=O)([O-])[O-].[Na+].[Na+].